From a dataset of Experimentally validated miRNA-target interactions with 360,000+ pairs, plus equal number of negative samples. Binary Classification. Given a miRNA mature sequence and a target amino acid sequence, predict their likelihood of interaction. The miRNA is mmu-miR-6973a-3p with sequence CACUCUAACCCUACCUACCCAU. The protein sequence of the target gene is MASKIGSRRWMLQLIMQLGSVLLTRCPFWGCFSQLMLYAERAEARRKPDIPVPYLYFDMGAAVLCASFMSFGVKRRWFALGAALQLAISTYTAYIGGYVHYGDWLKVRMYSRTVAIIGGFLVLASGAGELYRRKPRSRSLQSTGQVFLGIYLICVAYSLQHSKEDRLAYLNHLPGGELMVQLFFVLYGVLALAFLSGYYVTLAAQILAVLLPPVMLLIDGNVSYWHNTRRVEFWNQMKLLGESVGIFGAAVILATDG. Result: 0 (no interaction).